Dataset: Forward reaction prediction with 1.9M reactions from USPTO patents (1976-2016). Task: Predict the product of the given reaction. (1) Given the reactants FC(F)(F)S(O[C:7]1[C:8]2[N:9]([C:13]([C:16]#[C:17][Si:18]([CH3:21])([CH3:20])[CH3:19])=[CH:14][N:15]=2)[CH:10]=[CH:11][CH:12]=1)(=O)=O.[CH3:24][S:25]([C:28]1[CH:34]=[CH:33][C:31]([NH2:32])=[CH:30][CH:29]=1)(=[O:27])=[O:26].C1(P(C2CCCCC2)C2C=CC=CC=2C2C(C(C)C)=CC(C(C)C)=CC=2C(C)C)CCCCC1.P([O-])([O-])([O-])=O.[K+].[K+].[K+], predict the reaction product. The product is: [CH3:24][S:25]([C:28]1[CH:34]=[CH:33][C:31]([NH:32][C:7]2[C:8]3[N:9]([C:13]([C:16]#[C:17][Si:18]([CH3:19])([CH3:20])[CH3:21])=[CH:14][N:15]=3)[CH:10]=[CH:11][CH:12]=2)=[CH:30][CH:29]=1)(=[O:26])=[O:27]. (2) Given the reactants C([O:8][C:9]1[CH:13]=[C:12]([CH2:14][C:15]([O:17][CH3:18])=[O:16])[N:11]([CH3:19])[N:10]=1)C1C=CC=CC=1, predict the reaction product. The product is: [OH:8][C:9]1[CH:13]=[C:12]([CH2:14][C:15]([O:17][CH3:18])=[O:16])[N:11]([CH3:19])[N:10]=1. (3) Given the reactants [Cl:1][C:2]1[CH:10]=[C:9]([Cl:11])[CH:8]=[CH:7][C:3]=1[C:4](Cl)=[O:5].[NH2:12][C:13]1[S:14][CH:15]=[C:16]([C:18]2[CH:23]=[CH:22][C:21]([Cl:24])=[CH:20][CH:19]=2)[N:17]=1.N1C=CC=CC=1, predict the reaction product. The product is: [Cl:1][C:2]1[CH:10]=[C:9]([Cl:11])[CH:8]=[CH:7][C:3]=1[C:4]([NH:12][C:13]1[S:14][CH:15]=[C:16]([C:18]2[CH:19]=[CH:20][C:21]([Cl:24])=[CH:22][CH:23]=2)[N:17]=1)=[O:5].